Dataset: Catalyst prediction with 721,799 reactions and 888 catalyst types from USPTO. Task: Predict which catalyst facilitates the given reaction. (1) Reactant: Cl[C:2]1[N:7]=[C:6]([NH2:8])[C:5]([N+:9]([O-:11])=[O:10])=[C:4]([CH3:12])[N:3]=1.[F:13][C:14]([F:25])([F:24])[C:15]1[CH:20]=[CH:19][CH:18]=[CH:17][C:16]=1B(O)O.[O-]P([O-])([O-])=O.[K+].[K+].[K+].C(Cl)Cl. Product: [CH3:12][C:4]1[N:3]=[C:2]([C:16]2[CH:17]=[CH:18][CH:19]=[CH:20][C:15]=2[C:14]([F:25])([F:24])[F:13])[N:7]=[C:6]([NH2:8])[C:5]=1[N+:9]([O-:11])=[O:10]. The catalyst class is: 75. (2) Reactant: Br[C:2]1[CH:7]=[CH:6][C:5]([O:8][CH3:9])=[CH:4][C:3]=1[CH3:10].[Li]C(C)(C)C.[CH2:16]=[C:17]1[CH2:22][CH2:21][O:20][C:18]1=[O:19]. Product: [CH3:9][O:8][C:5]1[CH:6]=[CH:7][C:2]([C:18](=[O:19])[CH:17]([CH3:16])[CH2:22][CH2:21][OH:20])=[C:3]([CH3:10])[CH:4]=1. The catalyst class is: 1. (3) Reactant: CCCCCC.C([Li])CCC.Br[C:13]1[C:14]([C:19]2[CH:24]=[CH:23][CH:22]=[CH:21][CH:20]=2)=[N:15][O:16][C:17]=1[CH3:18].[C:25]([O:29][C:30]([N:32]1[CH2:37][CH2:36][C:35](=[O:38])[CH2:34][CH2:33]1)=[O:31])([CH3:28])([CH3:27])[CH3:26].O. Product: [OH:38][C:35]1([C:13]2[C:14]([C:19]3[CH:24]=[CH:23][CH:22]=[CH:21][CH:20]=3)=[N:15][O:16][C:17]=2[CH3:18])[CH2:34][CH2:33][N:32]([C:30]([O:29][C:25]([CH3:28])([CH3:27])[CH3:26])=[O:31])[CH2:37][CH2:36]1. The catalyst class is: 1. (4) Reactant: [F:1][C:2]1[CH:3]=[C:4]([C@@H:12](O)[CH2:13][CH2:14][NH:15][C:16](=[O:22])[O:17][C:18]([CH3:21])([CH3:20])[CH3:19])[CH:5]=[CH:6][C:7]=1[C:8]([F:11])([F:10])[F:9].[C:24]1(=[O:34])[C:32]2[C:27](=[CH:28][CH:29]=[CH:30][CH:31]=2)[C:26](=[O:33])[NH:25]1.C1C=CC(P(C2C=CC=CC=2)C2C=CC=CC=2)=CC=1.CCOC(/N=N/C(OCC)=O)=O. Product: [O:34]=[C:24]1[C:32]2[C:27](=[CH:28][CH:29]=[CH:30][CH:31]=2)[C:26](=[O:33])[N:25]1[C@@H:12]([C:4]1[CH:5]=[CH:6][C:7]([C:8]([F:11])([F:10])[F:9])=[C:2]([F:1])[CH:3]=1)[CH2:13][CH2:14][NH:15][C:16](=[O:22])[O:17][C:18]([CH3:21])([CH3:20])[CH3:19]. The catalyst class is: 1. (5) Reactant: [Cl:1][C:2]1[C:3]([OH:27])=[C:4]([C:9]2[S:13][C:12]([NH:14][C:15](=[O:26])[NH:16][C:17]3[CH:18]=[C:19]([CH:23]=[CH:24][CH:25]=3)[C:20]([OH:22])=O)=[N:11][N:10]=2)[CH:5]=[C:6]([Cl:8])[CH:7]=1.ON1C2C=CC=CC=2N=N1.C1C=CC2N(O)N=NC=2C=1.[CH3:48][N:49]([CH3:57])[C:50]1[CH:56]=[CH:55][C:53]([NH2:54])=[CH:52][CH:51]=1.CCN=C=NCCCN(C)C.CCN(C(C)C)C(C)C. Product: [Cl:1][C:2]1[C:3]([OH:27])=[C:4]([C:9]2[S:13][C:12]([NH:14][C:15](=[O:26])[NH:16][C:17]3[CH:18]=[C:19]([CH:23]=[CH:24][CH:25]=3)[C:20]([NH:54][C:53]3[CH:55]=[CH:56][C:50]([N:49]([CH3:57])[CH3:48])=[CH:51][CH:52]=3)=[O:22])=[N:11][N:10]=2)[CH:5]=[C:6]([Cl:8])[CH:7]=1. The catalyst class is: 121. (6) Reactant: [CH2:1]([O:8][C:9]([N:11]([CH3:24])[C@@H:12]([CH2:16][C:17]([O:19][C:20]([CH3:23])([CH3:22])[CH3:21])=[O:18])[C:13](O)=[O:14])=[O:10])[C:2]1[CH:7]=[CH:6][CH:5]=[CH:4][CH:3]=1.CCN(CC)CC.ClC(OCC(C)C)=O.[BH4-].[Na+]. Product: [CH2:1]([O:8][C:9]([N:11]([CH3:24])[C@H:12]([CH2:13][OH:14])[CH2:16][C:17]([O:19][C:20]([CH3:23])([CH3:21])[CH3:22])=[O:18])=[O:10])[C:2]1[CH:3]=[CH:4][CH:5]=[CH:6][CH:7]=1. The catalyst class is: 20.